Dataset: Forward reaction prediction with 1.9M reactions from USPTO patents (1976-2016). Task: Predict the product of the given reaction. (1) Given the reactants [NH2:1][C:2]1[N:10]=[C:9]2[C:5]([C:6]([C:18]3[CH:23]=[CH:22][N:21]=[CH:20][CH:19]=3)=[C:7]([C:11]3[CH:16]=[CH:15][C:14]([F:17])=[CH:13][CH:12]=3)[NH:8]2)=[CH:4][CH:3]=1.[F:24]NS(C1C=CC=CC=1)(=O)=O, predict the reaction product. The product is: [NH2:1][C:2]1[N:10]=[C:9]2[C:5]([C:6]([C:18]3[CH:23]=[CH:22][N:21]=[CH:20][CH:19]=3)=[C:7]([C:11]3[CH:12]=[CH:13][C:14]([F:17])=[CH:15][CH:16]=3)[NH:8]2)=[CH:4][C:3]=1[F:24]. (2) Given the reactants [CH3:1][O:2][C:3]1[CH:8]=[C:7]([O:9][CH3:10])[CH:6]=[CH:5][C:4]=1Br.[Li]CCCC.CON(C)[C:20](=[O:34])[CH2:21][N:22]([CH3:33])[C:23]1[CH:32]=[CH:31][C:26]([C:27]([O:29][CH3:30])=[O:28])=[CH:25][CH:24]=1, predict the reaction product. The product is: [CH3:1][O:2][C:3]1[CH:8]=[C:7]([O:9][CH3:10])[CH:6]=[CH:5][C:4]=1[C:20](=[O:34])[CH2:21][N:22]([CH3:33])[C:23]1[CH:24]=[CH:25][C:26]([C:27]([O:29][CH3:30])=[O:28])=[CH:31][CH:32]=1. (3) Given the reactants C(NC(C)C)(C)C.[Li]CCCC.[Cl:13][C:14]1[CH:15]=[C:16]([C:21]([F:24])([F:23])[F:22])[CH:17]=[CH:18][C:19]=1[F:20].CC(C)=O.[C:29](=[O:31])=[O:30].C(=O)=O.Cl.CC1CCCCC1, predict the reaction product. The product is: [Cl:13][C:14]1[C:19]([F:20])=[C:18]([CH:17]=[C:16]([C:21]([F:24])([F:22])[F:23])[CH:15]=1)[C:29]([OH:31])=[O:30]. (4) Given the reactants [Cl:1][C:2]1[C:3]([CH3:26])=[C:4]([NH:8][C:9]([C:11]2[C:19]3[N:18]=[C:17]([N:20]([CH3:22])[CH3:21])[NH:16][C:15]=3[CH:14]=[C:13]([N+:23]([O-])=O)[CH:12]=2)=[O:10])[CH:5]=[CH:6][CH:7]=1.Cl.CCO, predict the reaction product. The product is: [NH2:23][C:13]1[CH:12]=[C:11]([C:9]([NH:8][C:4]2[CH:5]=[CH:6][CH:7]=[C:2]([Cl:1])[C:3]=2[CH3:26])=[O:10])[C:19]2[N:18]=[C:17]([N:20]([CH3:21])[CH3:22])[NH:16][C:15]=2[CH:14]=1. (5) Given the reactants [OH-].[Na+].[Cl:3][C:4]1[CH:5]=[C:6]([CH:11]=[C:12]([C@@H:14]2[C@@:25]3([C:33]4[C:28](=[CH:29][C:30]([Cl:34])=[CH:31][CH:32]=4)[NH:27][C:26]3=[O:35])[C:17]3([CH2:22][CH2:21][C:20]([CH3:24])([CH3:23])[CH2:19][CH2:18]3)[NH:16][C@H:15]2[C:36](=[O:45])[NH:37][C@H:38]2[CH2:43][CH2:42][C@H:41]([OH:44])[CH2:40][CH2:39]2)[CH:13]=1)[C:7](OC)=[O:8].Cl.Cl.CN.[CH2:50]([N:52](CC)CC)C.Cl.C(N=C=NCCCN(C)C)C.C(=O)(O)[O-].[Na+], predict the reaction product. The product is: [Cl:34][C:30]1[CH:29]=[C:28]2[C:33]([C@@:25]3([C@@H:14]([C:12]4[CH:11]=[C:6]([C:7](=[O:8])[NH:52][CH3:50])[CH:5]=[C:4]([Cl:3])[CH:13]=4)[C@H:15]([C:36]([NH:37][C@H:38]4[CH2:39][CH2:40][C@H:41]([OH:44])[CH2:42][CH2:43]4)=[O:45])[NH:16][C:17]43[CH2:18][CH2:19][C:20]([CH3:23])([CH3:24])[CH2:21][CH2:22]4)[C:26](=[O:35])[NH:27]2)=[CH:32][CH:31]=1. (6) Given the reactants [C:1]([C:4]1[C:9]([NH:10][C:11]([C:13]2[S:14][CH:15]=[C:16]([C:18]([F:21])([F:20])[F:19])[N:17]=2)=O)=[C:8]([Cl:22])[C:7]([O:23][CH3:24])=[CH:6][CH:5]=1)(=[O:3])[CH3:2].C(C1N=C(C2C=C(O)C3C(=CC(OC)=CC=3)N=2)SC=1)(C)C, predict the reaction product. The product is: [Cl:22][C:8]1[C:7]([O:23][CH3:24])=[CH:6][CH:5]=[C:4]2[C:9]=1[N:10]=[C:11]([C:13]1[S:14][CH:15]=[C:16]([C:18]([F:21])([F:20])[F:19])[N:17]=1)[CH:2]=[C:1]2[OH:3]. (7) Given the reactants [N:1]([C@@H:4]([C@@H:36]([C:43]1[CH:48]=[CH:47][C:46]([Cl:49])=[CH:45][CH:44]=1)[CH:37]1[CH2:42][CH2:41][O:40][CH2:39][CH2:38]1)[C:5]([NH:7][C:8]1[CH:9]=[N:10][CH:11]=[C:12]([F:35])[C:13]=1[CH2:14][CH2:15][C@H:16]([NH:23][S:24]([C:27]1[CH:32]=[CH:31][C:30]([O:33][CH3:34])=[CH:29][CH:28]=1)(=[O:26])=[O:25])[CH2:17][NH:18][CH2:19][C@H:20]([OH:22])[CH3:21])=[O:6])=[N+:2]=[N-:3].[C:50](O[C:50]([O:52][C:53]([CH3:56])([CH3:55])[CH3:54])=[O:51])([O:52][C:53]([CH3:56])([CH3:55])[CH3:54])=[O:51].C(N(CC)CC)C, predict the reaction product. The product is: [N:1]([C@@H:4]([C@@H:36]([C:43]1[CH:48]=[CH:47][C:46]([Cl:49])=[CH:45][CH:44]=1)[CH:37]1[CH2:38][CH2:39][O:40][CH2:41][CH2:42]1)[C:5]([NH:7][C:8]1[CH:9]=[N:10][CH:11]=[C:12]([F:35])[C:13]=1[CH2:14][CH2:15][C@H:16]([NH:23][S:24]([C:27]1[CH:32]=[CH:31][C:30]([O:33][CH3:34])=[CH:29][CH:28]=1)(=[O:26])=[O:25])[CH2:17][N:18]([CH2:19][C@H:20]([OH:22])[CH3:21])[C:50](=[O:51])[O:52][C:53]([CH3:56])([CH3:55])[CH3:54])=[O:6])=[N+:2]=[N-:3]. (8) Given the reactants Cl[C:2]1[C:3]2[CH:11]=[C:10]([CH:12]3[CH2:17][CH2:16][CH2:15][CH2:14][CH2:13]3)[S:9][C:4]=2[N:5]=[C:6]([CH3:8])[N:7]=1.C1N2CC[N:20](CC2)[CH2:19]1.CS(C)=O.[C-]#N.[K+], predict the reaction product. The product is: [CH:12]1([C:10]2[S:9][C:4]3[N:5]=[C:6]([CH3:8])[N:7]=[C:2]([C:19]#[N:20])[C:3]=3[CH:11]=2)[CH2:17][CH2:16][CH2:15][CH2:14][CH2:13]1. (9) Given the reactants [Cl:1][C:2]1[CH:7]=[CH:6][C:5](B(O)O)=[CH:4][CH:3]=1.[C:11]([O:15][C:16]([N:18]1[CH2:23][CH2:22][NH:21][CH:20]([CH2:24][C:25]([O:27][CH3:28])=[O:26])[CH2:19]1)=[O:17])([CH3:14])([CH3:13])[CH3:12].N1C=CC=CC=1, predict the reaction product. The product is: [C:11]([O:15][C:16]([N:18]1[CH2:23][CH2:22][N:21]([C:5]2[CH:6]=[CH:7][C:2]([Cl:1])=[CH:3][CH:4]=2)[CH:20]([CH2:24][C:25]([O:27][CH3:28])=[O:26])[CH2:19]1)=[O:17])([CH3:14])([CH3:13])[CH3:12]. (10) Given the reactants [H-].[H-].[H-].[H-].[Li+].[Al+3].[CH3:7][O:8][C:9]1([C:15]#[N:16])[CH2:14][CH2:13][O:12][CH2:11][CH2:10]1.O, predict the reaction product. The product is: [CH3:7][O:8][C:9]1([CH2:15][NH2:16])[CH2:14][CH2:13][O:12][CH2:11][CH2:10]1.